This data is from Forward reaction prediction with 1.9M reactions from USPTO patents (1976-2016). The task is: Predict the product of the given reaction. (1) Given the reactants [C:1]1(C([O-])=O)[CH:6]=[C:5]([CH3:7])[CH:4]=[C:3]([CH3:8])[CH:2]=1.[NH2:12][N+:13]1[CH:18]=[CH:17][N:16]=[C:15]([Cl:19])[C:14]=1[NH2:20].[CH:21]([N:24](C(C)C)CC)(C)C.CCN=C=NCCCN(C)C, predict the reaction product. The product is: [Cl:19][C:15]1[C:14]2[N:13]([N:12]=[C:21]([NH:24][C:1]3[CH:2]=[C:3]([CH3:8])[CH:4]=[C:5]([CH3:7])[CH:6]=3)[N:20]=2)[CH:18]=[CH:17][N:16]=1. (2) Given the reactants [NH2:1][CH2:2][CH2:3][NH:4][C:5]1[C:10]2=[N:11][N:12]([CH3:22])[C:13]([C:14]3[C:19]([Cl:20])=[CH:18][CH:17]=[CH:16][C:15]=3[Cl:21])=[C:9]2[N:8]=[C:7]([CH3:23])[N:6]=1.CN1CC[O:28]CC1.[CH2:31]([O:33][C:34]1[CH:39]=[CH:38][C:37](CC(O)=O)=[CH:36][C:35]=1[O:44][CH3:45])[CH3:32].O=C1N(P(Cl)(N2CCOC2=O)=O)CCO1, predict the reaction product. The product is: [Cl:20][C:19]1[CH:18]=[CH:17][CH:16]=[C:15]([Cl:21])[C:14]=1[C:13]1[N:12]([CH3:22])[N:11]=[C:10]2[C:9]=1[N:8]=[C:7]([CH3:23])[N:6]=[C:5]2[NH:4][CH:3]([C:37]1[CH:38]=[CH:39][C:34]([O:33][CH2:31][CH3:32])=[C:35]([O:44][CH3:45])[CH:36]=1)[C:2]([NH2:1])=[O:28]. (3) Given the reactants [CH2:1]([O:8][CH2:9][C@H:10]1[C@@H:14]([O:15][Si:16]([C:19]([CH3:22])([CH3:21])[CH3:20])([CH3:18])[CH3:17])[CH2:13][C@H:12]([NH2:23])[CH2:11]1)[C:2]1[CH:7]=[CH:6][CH:5]=[CH:4][CH:3]=1.C(N(CC)CC)C.[Cl:31][C:32]1[N:37]=[C:36](Cl)[N:35]=[C:34]([NH:39][C@@H:40]2[C:48]3[C:43](=[CH:44][CH:45]=[CH:46][CH:47]=3)[CH2:42][C@@H:41]2[O:49][CH3:50])[N:33]=1, predict the reaction product. The product is: [CH2:1]([O:8][CH2:9][C@H:10]1[C@@H:14]([O:15][Si:16]([C:19]([CH3:20])([CH3:22])[CH3:21])([CH3:18])[CH3:17])[CH2:13][C@H:12]([NH:23][C:36]2[N:35]=[C:34]([NH:39][C@@H:40]3[C:48]4[C:43](=[CH:44][CH:45]=[CH:46][CH:47]=4)[CH2:42][C@@H:41]3[O:49][CH3:50])[N:33]=[C:32]([Cl:31])[N:37]=2)[CH2:11]1)[C:2]1[CH:7]=[CH:6][CH:5]=[CH:4][CH:3]=1. (4) The product is: [NH2:14][C:13]1[CH:24]=[CH:23][C:2]2[CH2:3][CH2:4][CH2:5][CH2:6][C:1]=2[C:18]=1[C:16]([O:22][CH3:7])=[O:17]. Given the reactants [CH:1]1[CH:6]=[CH:5][CH:4]=[CH:3][CH:2]=1.[CH3:7]O.[Si]([CH:13]=[N+:14]=[N-])(C)(C)C.[C:16]([OH:22])([C:18](F)(F)F)=[O:17].[CH3:23][C:24](O)=O, predict the reaction product. (5) Given the reactants [CH3:1][C:2]([C:4]1[CH:5]=[C:6]2[C:10](=[CH:11][CH:12]=1)[C:9]([CH3:14])([CH3:13])[CH:8]([CH3:15])[C:7]2([CH3:17])[CH3:16])=O.[C:18](O)(=O)C.[CH:22]([NH2:24])=[NH:23], predict the reaction product. The product is: [CH3:13][C:9]1([CH3:14])[C:10]2[C:6](=[CH:5][C:4]([C:2]3[CH:1]=[CH:18][N:24]=[CH:22][N:23]=3)=[CH:12][CH:11]=2)[C:7]([CH3:17])([CH3:16])[CH:8]1[CH3:15]. (6) The product is: [CH3:27][N:28]1[CH2:32][CH2:31][N:30]([C:19]2[CH:20]=[C:21]([N:30]3[CH2:31][CH2:32][N:28]([CH3:27])[C:29]3=[O:33])[CH:22]=[CH:23][C:18]=2[C:16]([N:13]2[CH2:14][CH2:15][N:10]([C:7]3[C:6]([CH3:26])=[CH:5][C:4]([CH:1]4[CH2:3][CH2:2]4)=[CH:9][N:8]=3)[CH2:11][CH2:12]2)=[O:17])[C:29]1=[O:33]. Given the reactants [CH:1]1([C:4]2[CH:5]=[C:6]([CH3:26])[C:7]([N:10]3[CH2:15][CH2:14][N:13]([C:16]([C:18]4[CH:23]=[CH:22][C:21](Br)=[CH:20][C:19]=4Br)=[O:17])[CH2:12][CH2:11]3)=[N:8][CH:9]=2)[CH2:3][CH2:2]1.[CH3:27][N:28]1[CH2:32][CH2:31][NH:30][C:29]1=[O:33], predict the reaction product.